From a dataset of NCI-60 drug combinations with 297,098 pairs across 59 cell lines. Regression. Given two drug SMILES strings and cell line genomic features, predict the synergy score measuring deviation from expected non-interaction effect. (1) Drug 1: C1=C(C(=O)NC(=O)N1)N(CCCl)CCCl. Drug 2: CS(=O)(=O)OCCCCOS(=O)(=O)C. Cell line: DU-145. Synergy scores: CSS=31.2, Synergy_ZIP=0.814, Synergy_Bliss=2.05, Synergy_Loewe=-10.7, Synergy_HSA=0.728. (2) Drug 1: CNC(=O)C1=NC=CC(=C1)OC2=CC=C(C=C2)NC(=O)NC3=CC(=C(C=C3)Cl)C(F)(F)F. Drug 2: CS(=O)(=O)OCCCCOS(=O)(=O)C. Cell line: NCI/ADR-RES. Synergy scores: CSS=1.72, Synergy_ZIP=0.420, Synergy_Bliss=3.25, Synergy_Loewe=-3.94, Synergy_HSA=-2.50. (3) Drug 1: C1=C(C(=O)NC(=O)N1)N(CCCl)CCCl. Drug 2: CC1CCC2CC(C(=CC=CC=CC(CC(C(=O)C(C(C(=CC(C(=O)CC(OC(=O)C3CCCCN3C(=O)C(=O)C1(O2)O)C(C)CC4CCC(C(C4)OC)O)C)C)O)OC)C)C)C)OC. Cell line: HCT116. Synergy scores: CSS=30.1, Synergy_ZIP=-8.50, Synergy_Bliss=-6.31, Synergy_Loewe=-4.39, Synergy_HSA=-2.34.